Binary Classification. Given a miRNA mature sequence and a target amino acid sequence, predict their likelihood of interaction. From a dataset of Experimentally validated miRNA-target interactions with 360,000+ pairs, plus equal number of negative samples. (1) The miRNA is hsa-miR-181d-5p with sequence AACAUUCAUUGUUGUCGGUGGGU. The protein sequence of the target gene is MKAVSPVRPSGRKAPSGCGGGELALRCLAEHGHSLGGSAAAAAAAAAARCKAAEAAADEPALCLQCDMNDCYSRLRRLVPTIPPNKKVSKVEILQHVIDYILDLQLALETHPALLRQPPPPAPPHHPAGTCPAAPPRTPLTALNTDPAGAVNKQGDSILCR. Result: 1 (interaction). (2) The miRNA is hsa-miR-7114-5p with sequence UCUGUGGAGUGGGGUGCCUGU. The protein sequence of the target gene is MAAAAAATAAAAASIRERQTVALKRMLNFNVPHIKNSTGEPVWKVLIYDRFGQDIISPLLSVKELRDMGITLHLLLHSDRDPIPDVPAVYFVMPTEENIDRMCQDLRNQLYESYYLNFISAISRSKLEDIANAALAASAVTQVAKVFDQYLNFITLEDDMFVLCNQNKELVSYRAINRPDITDTEMETVMDTIVDSLFCFFVTLGAVPIIRCSRGTAAEMVAVKLDKKLRENLRDARNSLFTGDTLGAGQFSFQRPLLVLVDRNIDLATPLHHTWTYQALVHDVLDFHLNRVNLEESSGV.... Result: 0 (no interaction). (3) The miRNA is hsa-miR-513a-5p with sequence UUCACAGGGAGGUGUCAU. The protein sequence of the target gene is MVAPMKGQVCVVTGASRGIGRGIALQLCKAGATVYITGRHLDTLRATAQEAQSLGGRCVPVVCDSSQESEVKSLFEQVDREQKGRLDVLVNNAYAGVQAILNTTNKSFWEVPASIWDDINNVGLRGHYLCSVYGARLMVPAGKGLIVIVSSPGGLQHMFNVPYGVGKAACDRLAADCAHELRRHGVSYVSLWPGLVQTEMVKEFMAKEDTPEDPLFKKMKPDFSSAESPEMSGKCVVALATDPNILNLSGKVLPSCDLARRYGLKDIDGRPVKDYFSLGYALSQVSSLGWLNSFLPGFLR.... Result: 0 (no interaction). (4) The miRNA is hsa-miR-4321 with sequence UUAGCGGUGGACCGCCCUGCG. The protein sequence of the target gene is MQRAWILLTLGLMACVSAETRTELTSDKDMYLDNSSIEEASGVYPIDDDDYSSASGSGADEDIESPVLTTSQLIPRIPLTSAASPKVETMTLKTQSITPAQTESPEETDKEEVDISEAEEKLGPAIKSTDVYTEKHSDNLFKRTEVLAAVIAGGVIGFLFAIFLILLLVYRMRKKDEGSYDLGERKPSSAAYQKAPTKEFYA. Result: 0 (no interaction). (5) The miRNA is hsa-miR-92a-3p with sequence UAUUGCACUUGUCCCGGCCUGU. The protein sequence of the target gene is MLLSKINSLAHLRAAPCNDLHATKLAPGKEKEPLESQYQVGPLLGSGGFGSVYSGIRVADNLPVAIKHVEKDRISDWGELPNGTRVPMEVVLLKKVSSDFSGVIRLLDWFERPDSFVLILERPEPVQDLFDFITERGALQEDLARGFFWQVLEAVRHCHNCGVLHRDIKDENILIDLSRGEIKLIDFGSGALLKDTVYTDFDGTRVYSPPEWIRYHRYHGRSAAVWSLGILLYDMVCGDIPFEHDEEIIKGQVFFRQTVSSECQHLIKWCLSLRPSDRPSFEEIRNHPWMQGDLLPQAAS.... Result: 0 (no interaction). (6) The miRNA is mmu-miR-680 with sequence GGGCAUCUGCUGACAUGGGGG. The protein sequence of the target gene is MGAPAASLLLLLLLFACCWAPGGANLSQDDSQPWTSDETVVAGGTVVLKCQVKDHEDSSLQWSNPAQQTLYFGEKRALRDNRIQLVTSTPHELSISISNVALADEGEYTCSIFTMPVRTAKSLVTVLGIPQKPIITGYKSSLREKDTATLNCQSSGSKPAARLTWRKGDQELHGEPTRIQEDPNGKTFTVSSSVTFQVTREDDGASIVCSVNHESLKGADRSTSQRIEVLYTPTAMIRPDPPHPREGQKLLLHCEGRGNPVPQQYLWEKEGSVPPLKMTQESALIFPFLNKSDSGTYGCT.... Result: 0 (no interaction). (7) The miRNA is hsa-miR-4303 with sequence UUCUGAGCUGAGGACAG. The protein sequence of the target gene is MTASVLRSISLALRPTSGLLGTWQTQLRETHQRASLLSFWELIPMRSEPLRKKKKVDPKKDQEAKERLKRKIRKLEKATQELIPIEDFITPLKFLDKARERPQVELTFEETERRALLLKKWSLYKQQERKMERDTIRAMLEAQQEALEELQLESPKLHAEAIKRDPNLFPFEKEGPHYTPPIPNYQPPEGRYNDITKVYTQVEFKR. Result: 0 (no interaction).